The task is: Regression/Classification. Given a drug SMILES string, predict its absorption, distribution, metabolism, or excretion properties. Task type varies by dataset: regression for continuous measurements (e.g., permeability, clearance, half-life) or binary classification for categorical outcomes (e.g., BBB penetration, CYP inhibition). Dataset: bbb_martins.. This data is from Blood-brain barrier penetration binary classification data from Martins et al.. The molecule is CCC(=O)c1ccc2c(c1)N(CCCN1CCN(CCO)CC1)c1ccccc1S2. The result is 1 (penetrates BBB).